Dataset: Catalyst prediction with 721,799 reactions and 888 catalyst types from USPTO. Task: Predict which catalyst facilitates the given reaction. (1) The catalyst class is: 4. Product: [CH:64]1[C:63]2[CH:62]([CH2:61][O:60][C:58]([NH:48][C@@H:49]([CH2:50][CH2:51][CH2:52][CH2:53][NH:54][C:9](=[O:11])[C@@H:8]([NH:7][C:5]([O:4][CH2:1][CH:2]=[CH2:3])=[O:6])[CH2:12][S:13][S:14][C:15]([CH3:18])([CH3:17])[CH3:16])[C:55]([OH:57])=[O:56])=[O:59])[C:74]3[C:69](=[CH:70][CH:71]=[CH:72][CH:73]=3)[C:68]=2[CH:67]=[CH:66][CH:65]=1. Reactant: [CH2:1]([O:4][C:5]([NH:7][C@@H:8]([CH2:12][S:13][S:14][C:15]([CH3:18])([CH3:17])[CH3:16])[C:9]([OH:11])=O)=[O:6])[CH:2]=[CH2:3].ON1C(=O)CCC1=O.Cl.CN(C)CCCN=C=NCC.C(N(CC)C(C)C)(C)C.[NH:48]([C:58]([O:60][CH2:61][CH:62]1[C:74]2[C:69](=[CH:70][CH:71]=[CH:72][CH:73]=2)[C:68]2[C:63]1=[CH:64][CH:65]=[CH:66][CH:67]=2)=[O:59])[C@H:49]([C:55]([OH:57])=[O:56])[CH2:50][CH2:51][CH2:52][CH2:53][NH2:54].Cl. (2) Reactant: [OH:1][C:2]1[CH:7]=[CH:6][C:5]([C:8]2[C:12](=[O:13])[C:11]([CH3:15])([CH3:14])[O:10][C:9]=2[C:16]2[CH:23]=[CH:22][C:19]([C:20]#[N:21])=[CH:18][CH:17]=2)=[CH:4][CH:3]=1.C(=O)([O-])[O-].CN(C=O)C.Cl[CH2:34][C:35]1[C:40]([CH3:41])=[CH:39][C:38]([CH3:42])=[CH:37][N:36]=1. Product: [CH3:41][C:40]1[C:35]([CH2:34][O:1][C:2]2[CH:3]=[CH:4][C:5]([C:8]3[C:12](=[O:13])[C:11]([CH3:14])([CH3:15])[O:10][C:9]=3[C:16]3[CH:17]=[CH:18][C:19]([C:20]#[N:21])=[CH:22][CH:23]=3)=[CH:6][CH:7]=2)=[N:36][CH:37]=[C:38]([CH3:42])[CH:39]=1. The catalyst class is: 6. (3) Reactant: [NH2:1][C:2]1[C:11]2[C:6](=[CH:7][CH:8]=[CH:9][C:10]=2OC2C=CC(OCC3C=CC=CC=3)=CC=2)[N:5]=[CH:4][N:3]=1.[H][H].CN(C)[C:31](=[O:33])[CH3:32]. Product: [NH2:1][C:2]1[C:11]2[C:6](=[CH:7][CH:8]=[CH:9][C:10]=2[C:6]2[CH:7]=[CH:8][C:31]([OH:33])=[CH:32][CH:11]=2)[N:5]=[CH:4][N:3]=1. The catalyst class is: 45. (4) Reactant: C1C=CC(P(C2C=CC=CC=2)C2C=CC=CC=2)=CC=1.[OH:20][C:21]1[CH:22]=[C:23]2[C:27](=[CH:28][CH:29]=1)[C:26](=[O:30])[CH2:25][CH2:24]2.C1C=CC(COC(/N=N/C(OCC2C=CC=CC=2)=O)=O)=CC=1.O[CH2:54][CH2:55][CH2:56][NH:57][C:58](=[O:63])[C:59]([F:62])([F:61])[F:60]. Product: [F:60][C:59]([F:62])([F:61])[C:58]([NH:57][CH2:56][CH2:55][CH2:54][O:20][C:21]1[CH:22]=[C:23]2[C:27](=[CH:28][CH:29]=1)[C:26](=[O:30])[CH2:25][CH2:24]2)=[O:63]. The catalyst class is: 1. (5) Reactant: [C:1]([Si:5]([CH3:63])([CH3:62])[O:6][C@H:7]1[C@@H:11]([O:12][Si:13]([C:16]([CH3:19])([CH3:18])[CH3:17])([CH3:15])[CH3:14])[C@H:10]([N:20]2[CH:25]=[CH:24][C:23](=[O:26])[N:22]([CH2:27][C:28]3[CH:33]=[CH:32][C:31]([O:34][CH3:35])=[CH:30][CH:29]=3)[C:21]2=[O:36])[O:9][C@@H:8]1[C@H:37]([OH:61])[C@H:38]([N:46](CC1C=CC=CC=1)CC1C=CC=CC=1)[C:39]([O:41][C:42]([CH3:45])([CH3:44])[CH3:43])=[O:40])([CH3:4])([CH3:3])[CH3:2]. Product: [NH2:46][C@@H:38]([C@H:37]([C@@H:8]1[C@@H:7]([O:6][Si:5]([C:1]([CH3:2])([CH3:3])[CH3:4])([CH3:63])[CH3:62])[C@@H:11]([O:12][Si:13]([C:16]([CH3:19])([CH3:18])[CH3:17])([CH3:14])[CH3:15])[C@H:10]([N:20]2[CH:25]=[CH:24][C:23](=[O:26])[N:22]([CH2:27][C:28]3[CH:33]=[CH:32][C:31]([O:34][CH3:35])=[CH:30][CH:29]=3)[C:21]2=[O:36])[O:9]1)[OH:61])[C:39]([O:41][C:42]([CH3:44])([CH3:43])[CH3:45])=[O:40]. The catalyst class is: 43.